Dataset: Forward reaction prediction with 1.9M reactions from USPTO patents (1976-2016). Task: Predict the product of the given reaction. Given the reactants [F:1][C:2]1([F:33])[O:6][C:5]2[CH:7]=[CH:8][C:9]([C:11]3([C:14]([NH:16][C:17]4[N:22]=[C:21]([C:23]5[CH:24]=[N:25][C:26]([O:30]C)=[CH:27][C:28]=5[CH3:29])[CH:20]=[C:19]([CH3:32])[CH:18]=4)=[O:15])[CH2:13][CH2:12]3)=[CH:10][C:4]=2[O:3]1.Cl, predict the reaction product. The product is: [F:33][C:2]1([F:1])[O:6][C:5]2[CH:7]=[CH:8][C:9]([C:11]3([C:14]([NH:16][C:17]4[CH:18]=[C:19]([CH3:32])[CH:20]=[C:21]([C:23]5[C:28]([CH3:29])=[CH:27][C:26](=[O:30])[NH:25][CH:24]=5)[N:22]=4)=[O:15])[CH2:13][CH2:12]3)=[CH:10][C:4]=2[O:3]1.